From a dataset of Forward reaction prediction with 1.9M reactions from USPTO patents (1976-2016). Predict the product of the given reaction. Given the reactants [CH2:1]([N:3]([CH2:16][CH3:17])[C:4](=[O:15])[C:5]1[CH:10]=[CH:9][C:8](F)=[C:7]([N+:12]([O-:14])=[O:13])[CH:6]=1)[CH3:2].[CH3:18][O:19][CH2:20][CH2:21][NH2:22], predict the reaction product. The product is: [CH2:1]([N:3]([CH2:16][CH3:17])[C:4](=[O:15])[C:5]1[CH:10]=[CH:9][C:8]([NH:22][CH2:21][CH2:20][O:19][CH3:18])=[C:7]([N+:12]([O-:14])=[O:13])[CH:6]=1)[CH3:2].